From a dataset of Full USPTO retrosynthesis dataset with 1.9M reactions from patents (1976-2016). Predict the reactants needed to synthesize the given product. (1) Given the product [NH:13]1[C:14]2[CH:19]=[CH:18][CH:17]=[CH:16][C:15]=2[N:11]=[C:12]1[CH:8]([NH:9][C:10]([NH:24][C@H:25]1[CH2:30][CH2:29][C@H:28]([OH:31])[CH2:27][CH2:26]1)=[O:20])[CH2:7][C:6]1[CH:21]=[CH:22][C:3]([O:2][CH3:1])=[CH:4][C:5]=1[CH3:23], predict the reactants needed to synthesize it. The reactants are: [CH3:1][O:2][C:3]1[CH:22]=[CH:21][C:6]([CH2:7][CH:8]2[C:12]3=[N:13][C:14]4[CH:19]=[CH:18][CH:17]=[CH:16][C:15]=4[N:11]3[C:10](=[O:20])[NH:9]2)=[C:5]([CH3:23])[CH:4]=1.[NH2:24][C@H:25]1[CH2:30][CH2:29][C@H:28]([OH:31])[CH2:27][CH2:26]1.C(O)(C(F)(F)F)=O. (2) Given the product [CH2:1]([O:3][C:4]([C:6]1[CH:7]=[N:8][C:9]2[C:14]([C:15]=1[NH:21][CH2:19][CH3:20])=[CH:13][CH:12]=[CH:11][C:10]=2[O:17][CH3:18])=[O:5])[CH3:2], predict the reactants needed to synthesize it. The reactants are: [CH2:1]([O:3][C:4]([C:6]1[CH:7]=[N:8][C:9]2[C:14]([C:15]=1Cl)=[CH:13][CH:12]=[CH:11][C:10]=2[O:17][CH3:18])=[O:5])[CH3:2].[CH2:19]([NH2:21])[CH3:20]. (3) Given the product [C:14]1([N:13]2[CH:7]=[N:8][C:9]([NH2:12])=[N:10]2)[CH:19]=[CH:18][CH:17]=[CH:16][CH:15]=1, predict the reactants needed to synthesize it. The reactants are: C1([C:7]2O[N:10]=[C:9]([NH2:12])[N:8]=2)C=CC=CC=1.[NH2:13][C:14]1[CH:19]=[CH:18][CH:17]=[CH:16][CH:15]=1. (4) Given the product [Br-:20].[C:22]([CH2:21][P+:7]([C:4]1[CH:3]=[CH:2][CH:1]=[CH:6][CH:5]=1)([C:14]1[CH:19]=[CH:18][CH:17]=[CH:16][CH:15]=1)[C:8]1[CH:13]=[CH:12][CH:11]=[CH:10][CH:9]=1)#[N:23], predict the reactants needed to synthesize it. The reactants are: [CH:1]1[CH:6]=[CH:5][C:4]([P:7]([C:14]2[CH:19]=[CH:18][CH:17]=[CH:16][CH:15]=2)[C:8]2[CH:13]=[CH:12][CH:11]=[CH:10][CH:9]=2)=[CH:3][CH:2]=1.[Br:20][CH2:21][C:22]#[N:23]. (5) The reactants are: [F:1][C:2]1[CH:7]=[CH:6][CH:5]=[CH:4][C:3]=1[C:8]1[N:12]2[N:13]=[C:14]([SH:17])[CH:15]=[CH:16][C:11]2=[N:10][N:9]=1.C(=O)([O-])[O-].[Cs+].[Cs+].Br[CH:25]([CH2:34][CH3:35])[C:26]([N:28]1[CH2:33][CH2:32][CH2:31][CH2:30][CH2:29]1)=[O:27]. Given the product [F:1][C:2]1[CH:7]=[CH:6][CH:5]=[CH:4][C:3]=1[C:8]1[N:12]2[N:13]=[C:14]([S:17][CH:25]([CH2:34][CH3:35])[C:26]([N:28]3[CH2:33][CH2:32][CH2:31][CH2:30][CH2:29]3)=[O:27])[CH:15]=[CH:16][C:11]2=[N:10][N:9]=1, predict the reactants needed to synthesize it. (6) Given the product [Br:1][C:2]1[CH:3]=[N:4][N:5]([CH2:8][C:9]2([O:17][CH3:21])[CH2:14][CH2:13][CH2:12][C:11]([CH3:15])([CH3:16])[CH2:10]2)[C:6]=1[CH3:7], predict the reactants needed to synthesize it. The reactants are: [Br:1][C:2]1[CH:3]=[N:4][N:5]([CH2:8][C:9]2([OH:17])[CH2:14][CH2:13][CH2:12][C:11]([CH3:16])([CH3:15])[CH2:10]2)[C:6]=1[CH3:7].[H-].[Na+].I[CH3:21]. (7) Given the product [CH2:15]([CH:22]1[CH2:27][CH2:26][N:25]([CH2:2][C:3]([NH:5][C:6]2[CH:14]=[CH:13][C:9]3[NH:10][CH:11]=[N:12][C:8]=3[CH:7]=2)=[O:4])[CH2:24][CH2:23]1)[C:16]1[CH:21]=[CH:20][CH:19]=[CH:18][CH:17]=1, predict the reactants needed to synthesize it. The reactants are: Cl[CH2:2][C:3]([NH:5][C:6]1[CH:14]=[CH:13][C:9]2[NH:10][CH:11]=[N:12][C:8]=2[CH:7]=1)=[O:4].[CH2:15]([CH:22]1[CH2:27][CH2:26][NH:25][CH2:24][CH2:23]1)[C:16]1[CH:21]=[CH:20][CH:19]=[CH:18][CH:17]=1. (8) The reactants are: [N:1]1([C:7]2[CH:27]=[CH:26][C:10]([C:11]([NH:13][C:14]3[C:15]4[S:21][C:20]([C:22]([O:24]C)=[O:23])=[CH:19][C:16]=4[NH:17][N:18]=3)=[O:12])=[CH:9][CH:8]=2)[CH2:6][CH2:5][O:4][CH2:3][CH2:2]1.[OH-].[Na+]. Given the product [N:1]1([C:7]2[CH:27]=[CH:26][C:10]([C:11]([NH:13][C:14]3[C:15]4[S:21][C:20]([C:22]([OH:24])=[O:23])=[CH:19][C:16]=4[NH:17][N:18]=3)=[O:12])=[CH:9][CH:8]=2)[CH2:6][CH2:5][O:4][CH2:3][CH2:2]1, predict the reactants needed to synthesize it.